Dataset: Reaction yield outcomes from USPTO patents with 853,638 reactions. Task: Predict the reaction yield, written as a fraction of the theoretical maximum amount of product (1.0 means a 100% yield; for example, 0.34 means a 34% yield). The reactants are [F:1][C:2]1[CH:3]=[CH:4][C:5]([NH:8][NH:9][C:10]([CH:12]2[CH2:17][CH2:16][CH2:15][CH2:14][CH2:13]2)=O)=[N:6][CH:7]=1.C1(P(C2C=CC=CC=2)C2C=CC=CC=2)C=CC=CC=1.C(N(CC)CC)C.ClC(Cl)(Cl)C(Cl)(Cl)Cl. The catalyst is C1COCC1.O. The product is [CH:12]1([C:10]2[N:6]3[CH:7]=[C:2]([F:1])[CH:3]=[CH:4][C:5]3=[N:8][N:9]=2)[CH2:17][CH2:16][CH2:15][CH2:14][CH2:13]1. The yield is 0.310.